From a dataset of Drug-target binding data from BindingDB using Kd measurements. Regression. Given a target protein amino acid sequence and a drug SMILES string, predict the binding affinity score between them. We predict pKd (pKd = -log10(Kd in M); higher means stronger binding). Dataset: bindingdb_kd. The compound is COc1cc(Nc2ncc(F)c(Nc3ccc4c(n3)NC(=O)C(C)(C)O4)n2)cc(OC)c1OC. The target protein (O43283) has sequence MANFQEHLSCSSSPHLPFSESKTFNGLQDELTAMGNHPSPKLLEDQQEKGMVRTELIESVHSPVTTTVLTSVSEDSRDQFENSVLQLREHDESETAVSQGNSNTVDGESTSGTEDIKIQFSRSGSGSGGFLEGLFGCLRPVWNIIGKAYSTDYKLQQQDTWEVPFEEISELQWLGSGAQGAVFLGKFRAEEVAIKKVREQNETDIKHLRKLKHPNIIAFKGVCTQAPCYCIIMEYCAHGQLYEVLRAGRKITPRLLVDWSTGIASGMNYLHLHKIIHRDLKSPNVLVTHTDAVKISDFGTSKELSDKSTKMSFAGTVAWMAPEVIRNEPVSEKVDIWSFGVVLWELLTGEIPYKDVDSSAIIWGVGSNSLHLPVPSTCPDGFKILMKQTWQSKPRNRPSFRQTLMHLDIASADVLATPQETYFKSQAEWREEVKKHFEKIKSEGTCIHRLDEELIRRRREELRHALDIREHYERKLERANNLYMELSAIMLQLEMREKEL.... The pKd is 5.0.